Dataset: hERG Central: cardiac toxicity at 1µM, 10µM, and general inhibition. Task: Predict hERG channel inhibition at various concentrations. (1) The molecule is Br.O=C(CN1C2=NCCN2c2ccccc21)C12CC3CC(CC(C3)C1)C2. Results: hERG_inhib (hERG inhibition (general)): blocker. (2) The molecule is Cc1ccc(C(=O)N2CCN(Cc3nc4sc5c(c4c(=O)[nH]3)CCCC5)CC2)cc1. Results: hERG_inhib (hERG inhibition (general)): blocker. (3) The drug is Cc1ccc(OCC(=O)N(C)CC(=O)Nc2ccc(Cl)c(C(F)(F)F)c2)c([N+](=O)[O-])n1. Results: hERG_inhib (hERG inhibition (general)): blocker. (4) The drug is O=c1c2ccccc2nc2c3ccccc3c(NCCN3CCOCC3)nn12. Results: hERG_inhib (hERG inhibition (general)): blocker. (5) The molecule is O=C(CSc1nnc(CNC(=O)c2ccco2)o1)Nc1ccc(OC(F)(F)F)cc1. Results: hERG_inhib (hERG inhibition (general)): blocker.